This data is from Catalyst prediction with 721,799 reactions and 888 catalyst types from USPTO. The task is: Predict which catalyst facilitates the given reaction. (1) Reactant: [O:1]=O.[CH2:3]([N:10]([CH2:26][C:27]1([C:33]2[CH:38]=[CH:37][CH:36]=[CH:35][N:34]=2)[CH2:32][CH2:31][CH2:30][CH2:29][CH2:28]1)[C:11]([NH:13][C:14]1[C:19]([CH:20]([CH3:22])C)=[CH:18][CH:17]=[CH:16][C:15]=1[C:23]([CH3:25])=[CH2:24])=[O:12])[C:4]1[CH:9]=[CH:8][CH:7]=[CH:6][CH:5]=1. Product: [C:20]([C:19]1[CH:18]=[CH:17][CH:16]=[C:15]([CH:23]([CH3:24])[CH3:25])[C:14]=1[NH:13][C:11](=[O:12])[N:10]([CH2:3][C:4]1[CH:5]=[CH:6][CH:7]=[CH:8][CH:9]=1)[CH2:26][C:27]1([C:33]2[CH:38]=[CH:37][CH:36]=[CH:35][N:34]=2)[CH2:28][CH2:29][CH2:30][CH2:31][CH2:32]1)(=[O:1])[CH3:22]. The catalyst class is: 4. (2) Reactant: C[O:2][C:3](=[O:37])[C:4]([CH3:36])([CH3:35])[CH2:5][C:6]1[CH:11]=[C:10]([CH3:12])[C:9]([C:13]2[NH:17][C:16]3[CH:18]=[C:19]([C:22]4[O:23][C:24]([C:27]5[CH:32]=[CH:31][CH:30]=[CH:29][C:28]=5[CH3:33])=[N:25][N:26]=4)[CH:20]=[CH:21][C:15]=3[N:14]=2)=[C:8]([CH3:34])[CH:7]=1.C(Cl)CCl.C1C=CC2N(O)N=NC=2C=1.COC(C(C)(C)CC1C=C(C)C(C2NC3C=C(C(O)=O)C=CC=3N=2)=C(C)C=1)=O.CC1C=CC=CC=1C(NN)=O.CC[N+](S(N=C(OC)[O-])(=O)=O)(CC)CC. Product: [CH3:12][C:10]1[CH:11]=[C:6]([CH2:5][C:4]([CH3:36])([CH3:35])[C:3]([OH:37])=[O:2])[CH:7]=[C:8]([CH3:34])[C:9]=1[C:13]1[NH:17][C:16]2[CH:18]=[C:19]([C:22]3[O:23][C:24]([C:27]4[CH:32]=[CH:31][CH:30]=[CH:29][C:28]=4[CH3:33])=[N:25][N:26]=3)[CH:20]=[CH:21][C:15]=2[N:14]=1. The catalyst class is: 31. (3) Reactant: [CH:1]([C:4]1[CH:5]=[C:6]([C:10]2[CH:15]=[CH:14][CH:13]=[CH:12][C:11]=2[CH2:16][N:17]2[CH:22]=[CH:21][CH:20]=[C:19]([C:23]([NH:25][C@@H:26]([CH2:34][CH2:35][CH2:36][NH:37][C:38]([NH:40]S(C3C(C)=C4C(=C(C)C=3C)OC(C)(C)CC4)(=O)=O)=[NH:39])[C:27]([O:29]C(C)(C)C)=[O:28])=[O:24])[C:18]2=[O:59])[CH:7]=[CH:8][CH:9]=1)([CH3:3])[CH3:2].[C:60]([OH:66])([C:62]([F:65])([F:64])[F:63])=[O:61].C([SiH](CC)CC)C. Product: [NH:37]([CH2:36][CH2:35][CH2:34][C@H:26]([NH:25][C:23]([C:19]1[C:18](=[O:59])[N:17]([CH2:16][C:11]2[CH:12]=[CH:13][CH:14]=[CH:15][C:10]=2[C:6]2[CH:7]=[CH:8][CH:9]=[C:4]([CH:1]([CH3:2])[CH3:3])[CH:5]=2)[CH:22]=[CH:21][CH:20]=1)=[O:24])[C:27]([OH:29])=[O:28])[C:38]([NH2:40])=[NH:39].[C:60]([OH:66])([C:62]([F:65])([F:64])[F:63])=[O:61]. The catalyst class is: 6. (4) Reactant: [NH2:1][CH2:2][CH2:3][C:4]1[C:12]2[C:7](=[CH:8][CH:9]=[CH:10][CH:11]=2)[NH:6][CH:5]=1.BrC1C=CC(F)=C([N+]([O-])=O)C=1.F[C:25]1[CH:32]=[CH:31][C:30]([N+:33]([O-:35])=[O:34])=[CH:29][C:26]=1[C:27]#[N:28].ClCCl. Product: [C:27]([C:26]1[CH:29]=[C:30]([N+:33]([O-:35])=[O:34])[CH:31]=[CH:32][C:25]=1[NH:1][CH2:2][CH2:3][C:4]1[C:12]2[C:7](=[CH:8][CH:9]=[CH:10][CH:11]=2)[NH:6][CH:5]=1)#[N:28]. The catalyst class is: 621. (5) Reactant: I[C:2]1[CH:7]=[CH:6][C:5]([C:8]2[CH:13]=[CH:12][C:11](I)=[CH:10][CH:9]=2)=[CH:4][CH:3]=1.[CH3:15][C:16]1[CH:17]=[C:18]([CH:20]=[CH:21][CH:22]=1)[NH2:19].C(=O)([O-])[O-].[K+].[K+]. Product: [CH3:15][C:16]1[CH:17]=[C:18]([NH:19][C:2]2[CH:7]=[CH:6][C:5]([C:8]3[CH:13]=[CH:12][C:11]([NH:19][C:18]4[CH:20]=[CH:21][CH:22]=[C:16]([CH3:15])[CH:17]=4)=[CH:10][CH:9]=3)=[CH:4][CH:3]=2)[CH:20]=[CH:21][CH:22]=1. The catalyst class is: 536.